From a dataset of Forward reaction prediction with 1.9M reactions from USPTO patents (1976-2016). Predict the product of the given reaction. (1) Given the reactants [NH2:1][CH:2]([CH2:5][CH3:6])[CH2:3][OH:4].[Br:7][C:8]([CH3:13])([CH3:12])[C:9](Br)=[O:10], predict the reaction product. The product is: [Br:7][C:8]([CH3:13])([CH3:12])[C:9]([NH:1][CH:2]([CH2:5][CH3:6])[CH2:3][OH:4])=[O:10]. (2) Given the reactants I[C:2]1[CH:3]=[C:4]([CH2:14][O:15][C:16]2[CH:21]=[CH:20][C:19]([CH2:22][CH2:23][C:24]([O:26][CH2:27][CH3:28])=[O:25])=[C:18]([CH3:29])[C:17]=2[CH3:30])[C:5]2[O:9][C:8]([CH2:10][CH2:11][CH3:12])=[CH:7][C:6]=2[CH:13]=1.[C:31]([Si:33]([CH3:36])([CH3:35])[CH3:34])#[CH:32], predict the reaction product. The product is: [CH3:29][C:18]1[C:17]([CH3:30])=[C:16]([O:15][CH2:14][C:4]2[C:5]3[O:9][C:8]([CH2:10][CH2:11][CH3:12])=[CH:7][C:6]=3[CH:13]=[C:2]([C:32]#[C:31][Si:33]([CH3:36])([CH3:35])[CH3:34])[CH:3]=2)[CH:21]=[CH:20][C:19]=1[CH2:22][CH2:23][C:24]([O:26][CH2:27][CH3:28])=[O:25].